From a dataset of Full USPTO retrosynthesis dataset with 1.9M reactions from patents (1976-2016). Predict the reactants needed to synthesize the given product. (1) Given the product [Cl:1][C:2]1[CH:7]=[CH:6][C:5]([O:8][C:9]2[CH:14]=[CH:13][C:12]([CH2:15][CH2:16][NH2:17])=[CH:11][CH:10]=2)=[CH:4][C:3]=1[C:20]([F:21])([F:22])[F:23], predict the reactants needed to synthesize it. The reactants are: [Cl:1][C:2]1[CH:7]=[CH:6][C:5]([O:8][C:9]2[CH:14]=[CH:13][C:12]([CH2:15][CH2:16][N+:17]([O-])=O)=[CH:11][CH:10]=2)=[CH:4][C:3]=1[C:20]([F:23])([F:22])[F:21].C([O-])=O.[NH4+]. (2) Given the product [CH3:21][CH:2]([CH3:1])[C@H:3]([O:12][CH2:13][O:14][CH2:15][CH2:16][Si:17]([CH3:20])([CH3:19])[CH3:18])[CH2:4][NH:5][C@H:6]([C:8]([C:23]1([NH2:22])[C:29](=[O:30])[N:28]([CH3:31])[C:27]2[CH:32]=[CH:33][CH:34]=[CH:35][C:26]=2[N:25]([C:36]2[CH:37]=[CH:38][CH:39]=[CH:40][CH:41]=2)[C:24]1=[O:42])=[O:10])[CH3:7], predict the reactants needed to synthesize it. The reactants are: [CH3:1][CH:2]([CH3:21])[C@H:3]([O:12][CH2:13][O:14][CH2:15][CH2:16][Si:17]([CH3:20])([CH3:19])[CH3:18])[CH2:4][NH:5][C@H:6]([C:8]([O:10]C)=O)[CH3:7].[NH2:22][CH:23]1[C:29](=[O:30])[N:28]([CH3:31])[C:27]2[CH:32]=[CH:33][CH:34]=[CH:35][C:26]=2[N:25]([C:36]2[CH:41]=[CH:40][CH:39]=[CH:38][CH:37]=2)[C:24]1=[O:42]. (3) Given the product [Cl:1][C:2]1[O:12][C:5]2=[C:6]([NH2:11])[N:7]=[CH:8][C:9]([C:30]3[CH:29]=[N:28][N:27]([CH:24]4[CH2:25][CH2:26][NH:21][CH2:22][CH2:23]4)[CH:31]=3)=[C:4]2[C:3]=1[Cl:13], predict the reactants needed to synthesize it. The reactants are: [Cl:1][C:2]1[O:12][C:5]2=[C:6]([NH2:11])[N:7]=[CH:8][C:9](I)=[C:4]2[C:3]=1[Cl:13].C(OC([N:21]1[CH2:26][CH2:25][CH:24]([N:27]2[CH:31]=[C:30](B3OC(C)(C)C(C)(C)O3)[CH:29]=[N:28]2)[CH2:23][CH2:22]1)=O)(C)(C)C. (4) Given the product [OH:8][C:5]1[CH:6]=[CH:7][C:2]([CH:16]=[C:17]2[CH2:20][CH:19]([C:21]([O:23][CH2:24][C:25]3[CH:26]=[CH:27][CH:28]=[CH:29][CH:30]=3)=[O:22])[CH2:18]2)=[CH:3][CH:4]=1, predict the reactants needed to synthesize it. The reactants are: Br[C:2]1[CH:7]=[CH:6][C:5]([OH:8])=[CH:4][CH:3]=1.C(N(CC)CC)C.[CH2:16]=[C:17]1[CH2:20][CH:19]([C:21]([O:23][CH2:24][C:25]2[CH:30]=[CH:29][CH:28]=[CH:27][CH:26]=2)=[O:22])[CH2:18]1. (5) Given the product [NH2:42][C:41]1[C:32]2[CH:31]=[C:30]([Cl:29])[CH:40]=[CH:39][C:33]=2[O:34][C:35]=1[C:36]([NH2:38])=[O:37], predict the reactants needed to synthesize it. The reactants are: BrC1C=CC2OC(C(=O)N)=C(NC(C3CCCN3C(OC(C)(C)C)=O)=O)C=2C=1.[Cl:29][C:30]1[CH:40]=[CH:39][C:33]([O:34][CH2:35][C:36]([NH2:38])=[O:37])=[C:32]([C:41]#[N:42])[CH:31]=1.BrC1C=CC(OCC(N)=O)=C(C#N)C=1. (6) Given the product [ClH:26].[O:1]=[C:2]1[C:7]2([CH2:8][CH2:9][CH2:10][CH2:11]2)[NH:6][CH2:5][C@@H:4]([C:12]2[CH:17]=[CH:16][CH:15]=[CH:14][CH:13]=2)[N:3]1[CH2:18][C:19]([OH:21])=[O:20], predict the reactants needed to synthesize it. The reactants are: [O:1]=[C:2]1[C:7]2([CH2:11][CH2:10][CH2:9][CH2:8]2)[NH:6][CH2:5][C@@H:4]([C:12]2[CH:17]=[CH:16][CH:15]=[CH:14][CH:13]=2)[N:3]1[CH2:18][C:19]([O:21]CC)=[O:20].[Li+].[OH-].[ClH:26]. (7) The reactants are: [CH2:1]([O:8][C@@H:9]1[C@@H:14]([O:15][CH2:16][C:17]2[CH:22]=[CH:21][CH:20]=[CH:19][CH:18]=2)[C@H:13]([O:23][CH2:24][C:25]2[CH:30]=[CH:29][CH:28]=[CH:27][CH:26]=2)[C@@H:12]([CH2:31][O:32]C(C2C=CC=CC=2)(C2C=CC=CC=2)C2C=CC=CC=2)[O:11][C@H:10]1[C:52]1[CH:57]=[CH:56][C:55]([Cl:58])=[C:54]([CH2:59][C:60]2[CH:65]=[CH:64][C:63]([O:66][CH2:67][CH3:68])=[CH:62][CH:61]=2)[CH:53]=1)[C:2]1[CH:7]=[CH:6][CH:5]=[CH:4][CH:3]=1.[Al+3].[Cl-].[Cl-].[Cl-]. Given the product [CH2:24]([O:23][C@H:13]1[C@H:14]([O:15][CH2:16][C:17]2[CH:18]=[CH:19][CH:20]=[CH:21][CH:22]=2)[C@@H:9]([O:8][CH2:1][C:2]2[CH:7]=[CH:6][CH:5]=[CH:4][CH:3]=2)[C@H:10]([C:52]2[CH:57]=[CH:56][C:55]([Cl:58])=[C:54]([CH2:59][C:60]3[CH:61]=[CH:62][C:63]([O:66][CH2:67][CH3:68])=[CH:64][CH:65]=3)[CH:53]=2)[O:11][C@@H:12]1[CH2:31][OH:32])[C:25]1[CH:26]=[CH:27][CH:28]=[CH:29][CH:30]=1, predict the reactants needed to synthesize it. (8) Given the product [CH3:37][CH:35]([O:34][C:29]1[CH:28]=[CH:27][CH:26]=[CH:33][C:30]=1[C:31]#[N:32])[CH3:36], predict the reactants needed to synthesize it. The reactants are: C[C@@H](N)CO.BrCC(N1CCC2C(=CC=C(C3N=C([C:26]4[CH:27]=[CH:28][C:29]([O:34][CH:35]([CH3:37])[CH3:36])=[C:30]([CH:33]=4)[C:31]#[N:32])ON=3)C=2C)C1)=O.C(=O)([O-])[O-].[K+].[K+]. (9) Given the product [Fe-4:1]([C:10]#[N:11])([C:6]#[N:7])([C:2]#[N:3])([C:4]#[N:5])([C:8]#[N:9])[C:12]#[N:13].[Fe-3:1]([C:10]#[N:11])([C:6]#[N:7])([C:2]#[N:3])([C:4]#[N:5])([C:8]#[N:9])[C:12]#[N:13], predict the reactants needed to synthesize it. The reactants are: [Fe-3:1]([C:12]#[N:13])([C:10]#[N:11])([C:8]#[N:9])([C:6]#[N:7])([C:4]#[N:5])[C:2]#[N:3].